Dataset: Catalyst prediction with 721,799 reactions and 888 catalyst types from USPTO. Task: Predict which catalyst facilitates the given reaction. (1) Reactant: [OH:1][C:2]1[CH:11]=[CH:10][C:5]([C:6]([O:8][CH3:9])=[O:7])=[CH:4][C:3]=1[O:12][CH3:13].[H-].[Na+].Br[CH2:17][CH2:18][CH:19]=[CH2:20].[Al]. Product: [CH2:20]([O:1][C:2]1[CH:11]=[CH:10][C:5]([C:6]([O:8][CH3:9])=[O:7])=[CH:4][C:3]=1[O:12][CH3:13])[CH2:19][CH:18]=[CH2:17]. The catalyst class is: 3. (2) Reactant: [F:1][C:2]1[CH:7]=[CH:6][CH:5]=[C:4]([O:8][C:9]2[CH:10]=[N:11][C:12]3[C:17]([CH:18]=2)=[CH:16][CH:15]=[CH:14][C:13]=3[F:19])[C:3]=1[C:20](=[O:22])[CH3:21].[C:23]([Mg]Cl)([CH3:26])([CH3:25])[CH3:24].Cl. Product: [F:1][C:2]1[CH:7]=[CH:6][CH:5]=[C:4]([O:8][C:9]2[CH:10]=[N:11][C:12]3[C:17]([CH:18]=2)=[CH:16][CH:15]=[CH:14][C:13]=3[F:19])[C:3]=1[C:20]([OH:22])([C:23]([CH3:26])([CH3:25])[CH3:24])[CH3:21]. The catalyst class is: 7. (3) Reactant: [N:1]1[C:10]2[C:5](=[CH:6][CH:7]=[CH:8][CH:9]=2)[C:4](C=O)=[CH:3][CH:2]=1.C1C[O:16][CH2:15]C1.[BH4-].[Na+].N1C2C(=CC=CC=2)C(CO)=CC=1. Product: [N:1]1[C:10]2[C:5](=[CH:6][CH:7]=[CH:8][CH:9]=2)[CH:4]=[C:3]([CH2:15][OH:16])[CH:2]=1. The catalyst class is: 14. (4) The catalyst class is: 153. Product: [F:1][C:2]1[CH:7]=[CH:6][C:5]([CH2:8][CH2:9][C:10]2[C:11]([C:16]([O:18][CH3:19])=[O:17])=[N:12][CH:13]=[CH:14][CH:15]=2)=[CH:4][CH:3]=1. Reactant: [F:1][C:2]1[CH:7]=[CH:6][C:5]([CH:8]=[CH:9][C:10]2[C:11]([C:16]([O:18][CH3:19])=[O:17])=[N:12][CH:13]=[CH:14][CH:15]=2)=[CH:4][CH:3]=1. (5) Reactant: Cl[C:2]1[C:3]([NH2:8])=[N:4][CH:5]=[CH:6][N:7]=1.[O:9]([C:16]1[CH:21]=[CH:20][C:19](B(O)O)=[CH:18][CH:17]=1)[C:10]1[CH:15]=[CH:14][CH:13]=[CH:12][CH:11]=1.C(=O)([O-])[O-].[Na+].[Na+].CCOC(C)=O. Product: [O:9]([C:16]1[CH:17]=[CH:18][C:19]([C:2]2[C:3]([NH2:8])=[N:4][CH:5]=[CH:6][N:7]=2)=[CH:20][CH:21]=1)[C:10]1[CH:15]=[CH:14][CH:13]=[CH:12][CH:11]=1. The catalyst class is: 108. (6) Reactant: [CH3:1][N:2]1[C:10]2[C:5](=[CH:6][CH:7]=[CH:8][CH:9]=2)[CH:4]=[C:3]1[C:11]([NH:13][C@H:14]([C:18]([NH:20][CH:21]([CH:30]([OH:43])[CH2:31][O:32][C:33]1[C:38]([F:39])=[C:37]([F:40])[CH:36]=[C:35]([F:41])[C:34]=1[F:42])[CH2:22][C:23]([O:25][C:26]([CH3:29])([CH3:28])[CH3:27])=[O:24])=[O:19])[CH:15]([CH3:17])[CH3:16])=[O:12].CC(OI1(OC(C)=O)(OC(C)=O)OC(=O)C2C=CC=CC1=2)=O. Product: [CH3:1][N:2]1[C:10]2[C:5](=[CH:6][CH:7]=[CH:8][CH:9]=2)[CH:4]=[C:3]1[C:11]([NH:13][C@H:14]([C:18]([NH:20][CH:21]([C:30](=[O:43])[CH2:31][O:32][C:33]1[C:34]([F:42])=[C:35]([F:41])[CH:36]=[C:37]([F:40])[C:38]=1[F:39])[CH2:22][C:23]([O:25][C:26]([CH3:28])([CH3:29])[CH3:27])=[O:24])=[O:19])[CH:15]([CH3:17])[CH3:16])=[O:12]. The catalyst class is: 2. (7) Reactant: [NH2:1][C:2]1[C:3]([C:12]([OH:14])=[O:13])=[CH:4][C:5]2[C:10]([CH:11]=1)=[CH:9][CH:8]=[CH:7][CH:6]=2.Cl[C:16]([O:18][CH2:19][CH3:20])=O. Product: [CH2:19]([O:18][C:16]1[O:13][C:12](=[O:14])[C:3]2[CH:4]=[C:5]3[C:10]([CH:9]=[CH:8][CH:7]=[CH:6]3)=[CH:11][C:2]=2[N:1]=1)[CH3:20]. The catalyst class is: 17.